This data is from Reaction yield outcomes from USPTO patents with 853,638 reactions. The task is: Predict the reaction yield, written as a fraction of the theoretical maximum amount of product (1.0 means a 100% yield; for example, 0.34 means a 34% yield). The reactants are [CH3:1][C:2]1[N:7]=[C:6]([C:8]2[N:13]=[CH:12][C:11]3[CH:14]=[N:15][N:16]([C:17]4[N:22]=[C:21]([N:23]5[CH2:28][CH2:27][N:26](C(OC(C)(C)C)=O)[CH2:25][CH2:24]5)[CH:20]=[CH:19][CH:18]=4)[C:10]=3[CH:9]=2)[CH:5]=[N:4][CH:3]=1.Cl. The catalyst is O1CCOCC1. The product is [CH3:1][C:2]1[N:7]=[C:6]([C:8]2[N:13]=[CH:12][C:11]3[CH:14]=[N:15][N:16]([C:17]4[CH:18]=[CH:19][CH:20]=[C:21]([N:23]5[CH2:28][CH2:27][NH:26][CH2:25][CH2:24]5)[N:22]=4)[C:10]=3[CH:9]=2)[CH:5]=[N:4][CH:3]=1. The yield is 0.320.